From a dataset of Full USPTO retrosynthesis dataset with 1.9M reactions from patents (1976-2016). Predict the reactants needed to synthesize the given product. Given the product [Br:31][CH2:32][C:33]([NH:11][CH2:10][CH2:9][S:8][C:7]([C:18]1[CH:23]=[CH:22][CH:21]=[CH:20][CH:19]=1)([C:12]1[CH:13]=[CH:14][CH:15]=[CH:16][CH:17]=1)[C:1]1[CH:2]=[CH:3][CH:4]=[CH:5][CH:6]=1)=[O:34], predict the reactants needed to synthesize it. The reactants are: [C:1]1([C:7]([C:18]2[CH:23]=[CH:22][CH:21]=[CH:20][CH:19]=2)([C:12]2[CH:17]=[CH:16][CH:15]=[CH:14][CH:13]=2)[S:8][CH2:9][CH2:10][NH2:11])[CH:6]=[CH:5][CH:4]=[CH:3][CH:2]=1.CCN(CC)CC.[Br:31][CH2:32][C:33](Br)=[O:34].